From a dataset of Peptide-MHC class I binding affinity with 185,985 pairs from IEDB/IMGT. Regression. Given a peptide amino acid sequence and an MHC pseudo amino acid sequence, predict their binding affinity value. This is MHC class I binding data. The peptide sequence is RANNNRLPK. The MHC is HLA-A31:01 with pseudo-sequence HLA-A31:01. The binding affinity (normalized) is 0.644.